The task is: Predict which catalyst facilitates the given reaction.. This data is from Catalyst prediction with 721,799 reactions and 888 catalyst types from USPTO. (1) Reactant: [CH3:1][C:2]1[C:3]([C:22]2[CH:27]=[CH:26][CH:25]=[CH:24][CH:23]=2)=[C:4]([O:14][C:15]2[CH:20]=[CH:19][C:18]([OH:21])=[CH:17][CH:16]=2)[C:5]2[C:10]([CH:11]=1)=[CH:9][C:8]([O:12][CH3:13])=[CH:7][CH:6]=2.C([O-])([O-])=O.[K+].[K+].[CH2:34]([O:36][C:37](=[O:40])[CH2:38]Br)[CH3:35]. Product: [CH3:1][C:2]1[C:3]([C:22]2[CH:27]=[CH:26][CH:25]=[CH:24][CH:23]=2)=[C:4]([O:14][C:15]2[CH:20]=[CH:19][C:18]([O:21][CH2:38][C:37]([O:36][CH2:34][CH3:35])=[O:40])=[CH:17][CH:16]=2)[C:5]2[C:10]([CH:11]=1)=[CH:9][C:8]([O:12][CH3:13])=[CH:7][CH:6]=2. The catalyst class is: 21. (2) Reactant: [F:1][CH2:2][CH2:3][C@@H:4]1[C@@H:12]([O:13][CH2:14][CH:15]([CH3:17])[CH3:16])[C@H:11]([CH3:18])[O:10][C:9](=[O:19])[C@@H:8]([NH:20][C:21](=[O:31])[C:22]2[C:27]([OH:28])=[C:26]([O:29][CH3:30])[CH:25]=[CH:24][N:23]=2)[CH2:7][CH2:6][CH2:5]1.C([O-])([O-])=O.[K+].[K+].[C:38]([O:41][CH2:42]Br)(=[O:40])[CH3:39]. Product: [C:38]([O:41][CH2:42][O:28][C:27]1[C:22]([C:21](=[O:31])[NH:20][C@H:8]2[CH2:7][CH2:6][CH2:5][C@H:4]([CH2:3][CH2:2][F:1])[C@@H:12]([O:13][CH2:14][CH:15]([CH3:17])[CH3:16])[C@H:11]([CH3:18])[O:10][C:9]2=[O:19])=[N:23][CH:24]=[CH:25][C:26]=1[O:29][CH3:30])(=[O:40])[CH3:39]. The catalyst class is: 21. (3) Reactant: [CH3:1][C:2]1[CH:7]=[CH:6][CH:5]=[C:4]([C:8]([F:11])([F:10])[F:9])[N:3]=1.[Br:12]N1C(=O)CCC1=O.N(C1(C#N)CCCCC1)=NC1(C#N)CCCCC1. Product: [Br:12][CH2:1][C:2]1[CH:7]=[CH:6][CH:5]=[C:4]([C:8]([F:9])([F:11])[F:10])[N:3]=1. The catalyst class is: 53.